This data is from Reaction yield outcomes from USPTO patents with 853,638 reactions. The task is: Predict the reaction yield, written as a fraction of the theoretical maximum amount of product (1.0 means a 100% yield; for example, 0.34 means a 34% yield). (1) The reactants are [CH2:1]([S:8][C:9]1[CH:14]=[CH:13][C:12]([NH:15][C:16]2[C:21]([O:22][CH3:23])=[CH:20][C:19]([C:24]3[CH:29]=[CH:28][C:27]([Cl:30])=[C:26]([CH3:31])[CH:25]=3)=[C:18]([F:32])[CH:17]=2)=[C:11]([N+:33]([O-])=O)[CH:10]=1)[C:2]1[CH:7]=[CH:6][CH:5]=[CH:4][CH:3]=1.C(O)(=O)C. The catalyst is [Zn]. The product is [CH2:1]([S:8][C:9]1[CH:10]=[C:11]([NH2:33])[C:12]([NH:15][C:16]2[C:21]([O:22][CH3:23])=[CH:20][C:19]([C:24]3[CH:29]=[CH:28][C:27]([Cl:30])=[C:26]([CH3:31])[CH:25]=3)=[C:18]([F:32])[CH:17]=2)=[CH:13][CH:14]=1)[C:2]1[CH:7]=[CH:6][CH:5]=[CH:4][CH:3]=1. The yield is 0.780. (2) The reactants are [CH2:1]([Zn]CC)C.ICI.[Br:9][C:10]1[CH:15]=[CH:14][C:13]([Cl:16])=[C:12]([CH2:17][C:18]2[CH:23]=[CH:22][C:21]([O:24][CH2:25][CH:26]([O:28][CH:29]=[CH2:30])[CH3:27])=[CH:20][CH:19]=2)[CH:11]=1. The catalyst is ClCCl. The product is [Br:9][C:10]1[CH:15]=[CH:14][C:13]([Cl:16])=[C:12]([CH2:17][C:18]2[CH:23]=[CH:22][C:21]([O:24][CH2:25][CH:26]([O:28][CH:29]3[CH2:1][CH2:30]3)[CH3:27])=[CH:20][CH:19]=2)[CH:11]=1. The yield is 0.660. (3) The reactants are B.C1COCC1.[Br:7][CH2:8][CH2:9][CH2:10][CH2:11][CH2:12][CH2:13][CH2:14][CH2:15][CH2:16][CH2:17][CH2:18][CH2:19][CH2:20][CH2:21][CH2:22][C:23](O)=[O:24]. The catalyst is C1COCC1. The product is [Br:7][CH2:8][CH2:9][CH2:10][CH2:11][CH2:12][CH2:13][CH2:14][CH2:15][CH2:16][CH2:17][CH2:18][CH2:19][CH2:20][CH2:21][CH2:22][CH2:23][OH:24]. The yield is 0.930.